Dataset: hERG Central: cardiac toxicity at 1µM, 10µM, and general inhibition. Task: Predict hERG channel inhibition at various concentrations. (1) The molecule is COc1cccc(CN2CCC(n3nccc3NC(=O)CCOc3ccccc3)CC2)c1. Results: hERG_inhib (hERG inhibition (general)): blocker. (2) The compound is COc1cc(CN2CCN(Cc3ccc(SC)cc3)CC2)cc(OC)c1O.O=C(O)C(=O)O. Results: hERG_inhib (hERG inhibition (general)): blocker. (3) The drug is COc1ccc2c(c1)C(c1ccc([N+](=O)[O-])cc1)=NNC(c1ccco1)=N2. Results: hERG_inhib (hERG inhibition (general)): blocker.